From a dataset of Reaction yield outcomes from USPTO patents with 853,638 reactions. Predict the reaction yield, written as a fraction of the theoretical maximum amount of product (1.0 means a 100% yield; for example, 0.34 means a 34% yield). (1) No catalyst specified. The reactants are CS(O[CH2:6][CH2:7][C:8]#[C:9][C:10]1[CH:15]=[CH:14][CH:13]=[C:12]([CH2:16][F:17])[N:11]=1)(=O)=O.[CH3:18][NH2:19]. The product is [F:17][CH2:16][C:12]1[N:11]=[C:10]([C:9]#[C:8][CH2:7][CH2:6][NH:19][CH3:18])[CH:15]=[CH:14][CH:13]=1. The yield is 0.150. (2) The product is [O:4]1[CH2:9][CH2:8][O:7][C:6]2[CH:10]=[C:11]([C:14](=[O:24])[CH:15]([CH2:2][CH3:3])[C:16]([C:18]3[CH:19]=[CH:20][CH:21]=[CH:22][CH:23]=3)=[O:17])[CH:12]=[CH:13][C:5]1=2. The reactants are Br[CH2:2][CH3:3].[O:4]1[CH2:9][CH2:8][O:7][C:6]2[CH:10]=[C:11]([C:14](=[O:24])[CH2:15][C:16]([C:18]3[CH:23]=[CH:22][CH:21]=[CH:20][CH:19]=3)=[O:17])[CH:12]=[CH:13][C:5]1=2.C([O-])([O-])=O.[K+].[K+].O. The catalyst is CS(C)=O.CCOCC. The yield is 0.350.